The task is: Predict the reaction yield, written as a fraction of the theoretical maximum amount of product (1.0 means a 100% yield; for example, 0.34 means a 34% yield).. This data is from Reaction yield outcomes from USPTO patents with 853,638 reactions. The reactants are C[O:2][C:3](=[O:34])[CH2:4][N:5]1[C:13]2[C:8](=[CH:9][C:10]([I:14])=[CH:11][CH:12]=2)[C:7](=[N:15][NH:16][C:17](=[O:32])[C:18]2[CH:23]=[CH:22][C:21]([NH:24][C:25](=[O:31])[CH2:26][CH2:27][CH2:28][CH2:29][CH3:30])=[CH:20][CH:19]=2)[C:6]1=[O:33].[OH-].[Na+]. The catalyst is C1COCC1. The product is [C:25]([NH:24][C:21]1[CH:22]=[CH:23][C:18]([C:17]([NH:16][N:15]=[C:7]2[C:8]3[C:13](=[CH:12][CH:11]=[C:10]([I:14])[CH:9]=3)[N:5]([CH2:4][C:3]([OH:34])=[O:2])[C:6]2=[O:33])=[O:32])=[CH:19][CH:20]=1)(=[O:31])[CH2:26][CH2:27][CH2:28][CH2:29][CH3:30]. The yield is 0.640.